The task is: Predict the reactants needed to synthesize the given product.. This data is from Full USPTO retrosynthesis dataset with 1.9M reactions from patents (1976-2016). Given the product [CH3:1][O:3][C:14]([C:6]1([OH:5])[CH2:11][CH2:10][N:9]([O:12][CH3:13])[CH2:8][CH2:7]1)=[O:17], predict the reactants needed to synthesize it. The reactants are: [C:1](Cl)(=[O:3])C.[OH:5][C:6]1([C:14]#N)[CH2:11][CH2:10][N:9]([O:12][CH3:13])[CH2:8][CH2:7]1.C[OH:17].